Dataset: Full USPTO retrosynthesis dataset with 1.9M reactions from patents (1976-2016). Task: Predict the reactants needed to synthesize the given product. (1) Given the product [Cl:55][C:53]1[CH:52]=[CH:51][C:50]([F:56])=[C:49]([C:46]2[CH:45]=[CH:44][C:43]([CH2:42][C@@H:41]([NH:57][C:58]([C:60]3[N:61]=[N:62][NH:63][CH:64]=3)=[O:59])[CH2:40][C@@H:39]([NH:65][C:7](=[O:8])[CH2:6][CH2:5][CH2:4][N:3]([CH3:10])[CH3:2])[C:38]([OH:37])=[O:66])=[CH:48][CH:47]=2)[CH:54]=1, predict the reactants needed to synthesize it. The reactants are: Cl.[CH3:2][N:3]([CH3:10])[CH2:4][CH2:5][CH2:6][C:7](O)=[O:8].CN(C(ON1N=NC2C=CC=NC1=2)=[N+](C)C)C.F[P-](F)(F)(F)(F)F.C([O:37][C:38](=[O:66])[C@H:39]([NH2:65])[CH2:40][C@H:41]([NH:57][C:58]([C:60]1[N:61]=[N:62][NH:63][CH:64]=1)=[O:59])[CH2:42][C:43]1[CH:48]=[CH:47][C:46]([C:49]2[CH:54]=[C:53]([Cl:55])[CH:52]=[CH:51][C:50]=2[F:56])=[CH:45][CH:44]=1)C.CCN(C(C)C)C(C)C.[Li+].[OH-].O. (2) The reactants are: [S:1]1[C:5]2[CH:6]=[CH:7][CH:8]=[CH:9][C:4]=2[CH:3]=[C:2]1/[CH:10]=[CH:11]/C(N=[N+]=[N-])=O.C1([O:23][C:24]2C=CC=CC=2)C=CC=CC=1.[N:30](CCCC)(CCCC)CCCC. Given the product [C:24]1(=[O:23])[C:3]2[C:4]3[CH:9]=[CH:8][CH:7]=[CH:6][C:5]=3[S:1][C:2]=2[CH:10]=[CH:11][NH:30]1, predict the reactants needed to synthesize it. (3) Given the product [C:19]([O:23][C:24](=[O:39])[NH:25][CH2:26][C:27]1[CH:32]=[CH:31][CH:30]=[C:29]([CH:33]2[CH2:38][CH2:37][N:36]([C:12](=[O:14])[C:11]3[CH:15]=[CH:16][CH:17]=[C:9]([N:4]4[CH2:5][C:6]([OH:8])([CH3:7])[CH:2]([OH:1])[C:3]4=[O:18])[CH:10]=3)[CH2:35][CH2:34]2)[CH:28]=1)([CH3:22])([CH3:20])[CH3:21], predict the reactants needed to synthesize it. The reactants are: [OH:1][CH:2]1[C:6]([OH:8])([CH3:7])[CH2:5][N:4]([C:9]2[CH:10]=[C:11]([CH:15]=[CH:16][CH:17]=2)[C:12]([OH:14])=O)[C:3]1=[O:18].[C:19]([O:23][C:24](=[O:39])[NH:25][CH2:26][C:27]1[CH:32]=[CH:31][CH:30]=[C:29]([CH:33]2[CH2:38][CH2:37][NH:36][CH2:35][CH2:34]2)[CH:28]=1)([CH3:22])([CH3:21])[CH3:20].CCN=C=NCCCN(C)C.ON1C2C=CC=CC=2N=N1.CCN(C(C)C)C(C)C. (4) Given the product [OH:13][CH2:12][CH:4]1[CH2:3][C:2](=[O:1])[C:11]2[C:6](=[CH:7][CH:8]=[CH:9][CH:10]=2)[O:5]1, predict the reactants needed to synthesize it. The reactants are: [O:1]=[C:2]1[C:11]2[C:6](=[CH:7][CH:8]=[CH:9][CH:10]=2)[O:5][CH:4]([C:12](O)=[O:13])[CH2:3]1.B.CSC.Cl. (5) Given the product [C:1]([O:5][C:6](=[O:26])[NH:7][C@H:8]1[CH2:9][CH2:10][C@@H:11]([CH2:14][NH:15][C:16](=[O:18])[C:41]2[CH:37]=[CH:36][C:35]([F:34])=[C:43]([F:44])[CH:42]=2)[CH2:12][CH2:13]1)([CH3:2])([CH3:3])[CH3:4], predict the reactants needed to synthesize it. The reactants are: [C:1]([O:5][C:6](=[O:26])[NH:7][C@H:8]1[CH2:13][CH2:12][C@@H:11]([CH2:14][NH:15][C:16]([O:18]CC2C=CC=CC=2)=O)[CH2:10][CH2:9]1)([CH3:4])([CH3:3])[CH3:2].CCN(CC)CC.[F:34][C:35]1[CH:36]=[C:37]([CH:41]=[CH:42][C:43]=1[F:44])C(Cl)=O.C([O-])(O)=O.[Na+]. (6) Given the product [Cl:1][C:2]1[CH:7]=[CH:6][C:5]([C:8]2[N:9]([C:24]3[CH:29]=[CH:28][CH:27]=[CH:26][C:25]=3[Cl:30])[N:10]=[C:11]3[C:16]([N:17]4[CH2:22][CH:21]5[CH2:23][CH:18]4[CH2:19][N:20]5[S:39]([CH3:38])(=[O:41])=[O:40])=[N:15][CH:14]=[N:13][C:12]=23)=[CH:4][CH:3]=1, predict the reactants needed to synthesize it. The reactants are: [Cl:1][C:2]1[CH:7]=[CH:6][C:5]([C:8]2[N:9]([C:24]3[CH:29]=[CH:28][CH:27]=[CH:26][C:25]=3[Cl:30])[N:10]=[C:11]3[C:16]([N:17]4[CH2:22][CH:21]5[CH2:23][CH:18]4[CH2:19][NH:20]5)=[N:15][CH:14]=[N:13][C:12]=23)=[CH:4][CH:3]=1.C(N(CC)CC)C.[CH3:38][S:39](Cl)(=[O:41])=[O:40]. (7) Given the product [F:17][C:5]1[C:6]([C:8](=[O:9])[C:10]2[CH:15]=[CH:14][CH:13]=[C:12]([F:16])[CH:11]=2)=[CH:7][C:2]([C:21]#[N:22])=[C:3]([O:18][CH3:19])[CH:4]=1, predict the reactants needed to synthesize it. The reactants are: Br[C:2]1[C:3]([O:18][CH3:19])=[CH:4][C:5]([F:17])=[C:6]([C:8]([C:10]2[CH:15]=[CH:14][CH:13]=[C:12]([F:16])[CH:11]=2)=[O:9])[CH:7]=1.O.[CH3:21][N:22](C)C=O.